Dataset: Catalyst prediction with 721,799 reactions and 888 catalyst types from USPTO. Task: Predict which catalyst facilitates the given reaction. (1) Reactant: [OH:1][CH:2]1[C:6]2[CH:7]=[CH:8][CH:9]=[C:10]([CH:11]=[O:12])[C:5]=2[C:4](=[O:13])[O:3]1.[C:14](=O)([O-])[O-].[K+].[K+].IC. Product: [CH:2]([C:6]1[CH:7]=[CH:8][CH:9]=[C:10]([CH:11]=[O:12])[C:5]=1[C:4]([O:3][CH3:14])=[O:13])=[O:1]. The catalyst class is: 9. (2) Reactant: [NH2:1][C:2]([C:4]1[CH:5]=[C:6]2[C:11](=[CH:12][CH:13]=1)[C:10]([CH:14]1[CH2:19][CH2:18][N:17]([C:20]([O:22][C:23]([CH3:26])([CH3:25])[CH3:24])=[O:21])[CH2:16][CH2:15]1)=[CH:9][CH:8]=[CH:7]2)=O.CS(Cl)(=O)=O.O. Product: [C:2]([C:4]1[CH:5]=[C:6]2[C:11](=[CH:12][CH:13]=1)[C:10]([CH:14]1[CH2:19][CH2:18][N:17]([C:20]([O:22][C:23]([CH3:26])([CH3:25])[CH3:24])=[O:21])[CH2:16][CH2:15]1)=[CH:9][CH:8]=[CH:7]2)#[N:1]. The catalyst class is: 858. (3) Reactant: [Cl:1][C:2]1[S:3][C:4]([C:10]2[CH:15]=[CH:14][CH:13]=[CH:12][CH:11]=2)=[CH:5][C:6]=1[C:7]([OH:9])=O.C(Cl)CCl.[O:20]1[CH2:26][CH2:25][CH2:24][NH:23][CH2:22][CH2:21]1.O. The catalyst class is: 2. Product: [Cl:1][C:2]1[S:3][C:4]([C:10]2[CH:15]=[CH:14][CH:13]=[CH:12][CH:11]=2)=[CH:5][C:6]=1[C:7]([N:23]1[CH2:24][CH2:25][CH2:26][O:20][CH2:21][CH2:22]1)=[O:9]. (4) Reactant: Cl[C:2]1[N:7]=[C:6]([NH:8][CH:9]2[CH2:26][CH2:25][C:12]3([CH2:17][CH2:16][N:15]([C:18]([O:20][C:21]([CH3:24])([CH3:23])[CH3:22])=[O:19])[CH2:14][CH2:13]3)[CH2:11][CH2:10]2)[C:5]([Cl:27])=[CH:4][N:3]=1.Cl.[CH3:29][N:30]1[C:38]([CH3:39])=[C:37]2[C:32]([CH:33]=[C:34]([NH2:40])[CH:35]=[CH:36]2)=[N:31]1.CCN(C(C)C)C(C)C. Product: [Cl:27][C:5]1[C:6]([NH:8][CH:9]2[CH2:26][CH2:25][C:12]3([CH2:13][CH2:14][N:15]([C:18]([O:20][C:21]([CH3:22])([CH3:23])[CH3:24])=[O:19])[CH2:16][CH2:17]3)[CH2:11][CH2:10]2)=[N:7][C:2]([NH:40][C:34]2[CH:35]=[CH:36][C:37]3[C:32]([CH:33]=2)=[N:31][N:30]([CH3:29])[C:38]=3[CH3:39])=[N:3][CH:4]=1. The catalyst class is: 114. (5) Reactant: [Si]([O:8][C:9]1[CH:10]=[C:11]([C:15]([OH:33])([C:27]2[CH:32]=[CH:31][CH:30]=[CH:29][CH:28]=2)[C:16]([O:18][C@@H:19]2[CH:24]3[CH2:25][CH2:26][N:21]([CH2:22][CH2:23]3)[CH2:20]2)=[O:17])[CH:12]=[CH:13][CH:14]=1)(C(C)(C)C)(C)C.CCCC[N+](CCCC)(CCCC)CCCC.[F-]. Product: [OH:33][C:15]([C:11]1[CH:12]=[CH:13][CH:14]=[C:9]([OH:8])[CH:10]=1)([C:27]1[CH:32]=[CH:31][CH:30]=[CH:29][CH:28]=1)[C:16]([O:18][C@@H:19]1[CH:24]2[CH2:23][CH2:22][N:21]([CH2:26][CH2:25]2)[CH2:20]1)=[O:17]. The catalyst class is: 1. (6) Reactant: CN(C)[CH2:3][CH2:4][OH:5].C([Li])CCC.[N:12]1[CH:17]=[CH:16][CH:15]=[C:14]([CH3:18])[CH:13]=1.C(=O)C. Product: [CH3:18][C:14]1[C:13]([CH:4]([OH:5])[CH3:3])=[N:12][CH:17]=[CH:16][CH:15]=1. The catalyst class is: 805.